Dataset: Forward reaction prediction with 1.9M reactions from USPTO patents (1976-2016). Task: Predict the product of the given reaction. (1) Given the reactants [BH4-].[Li+].[Br:3][CH2:4][CH2:5][N:6]1[C:10]([C:11](OC)=[O:12])=[CH:9][C:8]([N+:15]([O-:17])=[O:16])=[N:7]1.C(OCC)(=O)C.O, predict the reaction product. The product is: [Br:3][CH2:4][CH2:5][N:6]1[C:10]([CH2:11][OH:12])=[CH:9][C:8]([N+:15]([O-:17])=[O:16])=[N:7]1. (2) Given the reactants Cl.Cl.[NH2:3][C@H:4]1[CH2:9][CH2:8][C@H:7]([C:10]([NH:12][C:13]2[C:17]3[CH:18]=[CH:19][CH:20]=[CH:21][C:16]=3[O:15][C:14]=2[C:22]([NH:24][C:25]2[CH:30]=[CH:29][C:28]([Cl:31])=[CH:27][N:26]=2)=[O:23])=[O:11])[CH2:6][CH2:5]1.[CH:32](=O)[CH2:33][CH2:34][CH2:35][CH:36]=O.C(O[BH-](OC(=O)C)OC(=O)C)(=O)C.[Na+].C(=O)([O-])O.[Na+], predict the reaction product. The product is: [N:3]1([C@H:4]2[CH2:9][CH2:8][C@H:7]([C:10]([NH:12][C:13]3[C:17]4[CH:18]=[CH:19][CH:20]=[CH:21][C:16]=4[O:15][C:14]=3[C:22]([NH:24][C:25]3[CH:30]=[CH:29][C:28]([Cl:31])=[CH:27][N:26]=3)=[O:23])=[O:11])[CH2:6][CH2:5]2)[CH2:36][CH2:35][CH2:34][CH2:33][CH2:32]1. (3) Given the reactants C([NH:4][C:5]1[N:14]=[C:13](C2N=CNN=2)[C:12]2[C:7](=[CH:8][CH:9]=[C:10]([C:20]3[CH:25]=[CH:24][C:23]([F:26])=[CH:22][CH:21]=3)[CH:11]=2)[N:6]=1)(=O)C.[CH2:27]([OH:29])[CH3:28], predict the reaction product. The product is: [NH2:4][C:5]1[N:14]=[C:13]([O:29][CH2:27][CH3:28])[C:12]2[C:7](=[CH:8][CH:9]=[C:10]([C:20]3[CH:25]=[CH:24][C:23]([F:26])=[CH:22][CH:21]=3)[CH:11]=2)[N:6]=1. (4) Given the reactants Cl.[F:2][C:3]([F:20])([F:19])[C:4]1[CH:9]=[CH:8][C:7]([C:10]2[CH:15]=[CH:14][C:13](CC#N)=[CH:12][CH:11]=2)=[CH:6][CH:5]=1.[OH-:21].[Na+].[O:23]1[CH2:28][CH2:27]OCC1, predict the reaction product. The product is: [F:2][C:3]([F:20])([F:19])[C:4]1[CH:9]=[CH:8][C:7]([C:10]2[CH:15]=[CH:14][C:13]([CH2:27][C:28]([OH:23])=[O:21])=[CH:12][CH:11]=2)=[CH:6][CH:5]=1. (5) Given the reactants [CH2:1]([C:3]1[CH:21]=[CH:20][C:6]2[C:7]3([OH:19])[C:16](=[O:17])[C:15]4[C:10](=[CH:11][CH:12]=[CH:13][CH:14]=4)[C:8]3([OH:18])[O:9][C:5]=2[CH:4]=1)[CH3:2].[C:22]([OH:25])(=O)[CH3:23].N1C=CC=CC=1.C1C[O:35][CH2:34][CH2:33]1, predict the reaction product. The product is: [C:34]([O:9][C:5]1[CH:4]=[C:3]([CH2:1][CH3:2])[CH:21]=[CH:20][C:6]=1[C:7]1([O:19][C:22](=[O:25])[CH3:23])[C:16](=[O:17])[C:15]2[C:10](=[CH:11][CH:12]=[CH:13][CH:14]=2)[C:8]1=[O:18])(=[O:35])[CH3:33].